This data is from Peptide-MHC class I binding affinity with 185,985 pairs from IEDB/IMGT. The task is: Regression. Given a peptide amino acid sequence and an MHC pseudo amino acid sequence, predict their binding affinity value. This is MHC class I binding data. The peptide sequence is HLGNVKYLV. The MHC is HLA-A02:01 with pseudo-sequence HLA-A02:01. The binding affinity (normalized) is 0.820.